From a dataset of Full USPTO retrosynthesis dataset with 1.9M reactions from patents (1976-2016). Predict the reactants needed to synthesize the given product. The reactants are: Br[CH2:2][CH2:3][CH2:4][CH2:5][CH2:6][CH2:7][C:8]([O:10][CH2:11][CH3:12])=[O:9].[CH3:13][N:14]([CH3:19])[CH2:15][CH2:16][NH:17][CH3:18]. Given the product [CH3:13][N:14]([CH3:19])[CH2:15][CH2:16][N:17]([CH3:18])[CH2:2][CH2:3][CH2:4][CH2:5][CH2:6][CH2:7][C:8]([O:10][CH2:11][CH3:12])=[O:9], predict the reactants needed to synthesize it.